This data is from Forward reaction prediction with 1.9M reactions from USPTO patents (1976-2016). The task is: Predict the product of the given reaction. (1) Given the reactants [F:1][C:2]1[CH:7]=[CH:6][C:5]([C:8]2[C:16]3[C:11](=[CH:12][CH:13]=[CH:14][CH:15]=3)[N:10]([CH:17]([CH3:19])[CH3:18])[CH:9]=2)=[CH:4][CH:3]=1.[CH3:20][O:21][CH:22]([O:28]C)[CH2:23][C:24](OC)=O.C(O)(=O)C.P(Cl)(Cl)(Cl)=O, predict the reaction product. The product is: [F:1][C:2]1[CH:7]=[CH:6][C:5]([C:8]2[C:16]3[C:11](=[CH:12][CH:13]=[CH:14][CH:15]=3)[N:10]([CH:17]([CH3:19])[CH3:18])[C:9]=2/[CH:24]=[CH:23]/[C:22]([O:21][CH3:20])=[O:28])=[CH:4][CH:3]=1. (2) Given the reactants [F:1][C:2]1[CH:7]=[CH:6][C:5]([C:8]2[C:9]3[C:20]([C:21]#[N:22])=[CH:19][N:18](COCC[Si](C)(C)C)[C:10]=3[N:11]=[C:12](S(C)(=O)=O)[N:13]=2)=[C:4]([CH3:31])[CH:3]=1.CN.CCC[CH2:37][N+:38](CCCC)(CCCC)CCCC.[F-], predict the reaction product. The product is: [F:1][C:2]1[CH:7]=[CH:6][C:5]([C:8]2[C:9]3[C:20]([C:21]#[N:22])=[CH:19][NH:18][C:10]=3[N:11]=[C:12]([NH:38][CH3:37])[N:13]=2)=[C:4]([CH3:31])[CH:3]=1. (3) Given the reactants [F:1][C:2]1[N:7]=[CH:6][C:5]([NH2:8])=[CH:4][CH:3]=1.C([Mg]Cl)(C)C.[CH:14]([C:17]1[NH:21][CH:20]=[C:19]([NH:22][C:23]2[C:32]3[CH2:31][CH2:30][CH2:29][CH2:28][C:27]=3[N:26]=[C:25]([N:33]3[CH2:37][CH2:36][CH2:35][CH:34]3[C:38](OC)=[O:39])[N:24]=2)[CH:18]=1)([CH3:16])[CH3:15], predict the reaction product. The product is: [F:1][C:2]1[N:7]=[CH:6][C:5]([NH:8][C:38]([CH:34]2[CH2:35][CH2:36][CH2:37][N:33]2[C:25]2[N:24]=[C:23]([NH:22][C:19]3[CH:18]=[C:17]([CH:14]([CH3:16])[CH3:15])[NH:21][CH:20]=3)[C:32]3[CH2:31][CH2:30][CH2:29][CH2:28][C:27]=3[N:26]=2)=[O:39])=[CH:4][CH:3]=1. (4) The product is: [F:27][C:3]1[C:2]([C:31]#[C:30][C:29]([OH:33])([CH3:32])[CH3:28])=[CH:26][C:6]2[C:7]3[N:8]([C:12]([CH:18]([OH:25])[C:19]4[S:23][CH:22]=[N:21][C:20]=4[CH3:24])=[C:13]([C:15]([NH2:17])=[O:16])[N:14]=3)[CH2:9][CH2:10][O:11][C:5]=2[CH:4]=1. Given the reactants Br[C:2]1[C:3]([F:27])=[CH:4][C:5]2[O:11][CH2:10][CH2:9][N:8]3[C:12]([CH:18]([OH:25])[C:19]4[S:23][CH:22]=[N:21][C:20]=4[CH3:24])=[C:13]([C:15]([NH2:17])=[O:16])[N:14]=[C:7]3[C:6]=2[CH:26]=1.[CH3:28][C:29]([OH:33])([CH3:32])[C:30]#[CH:31], predict the reaction product. (5) The product is: [ClH:22].[ClH:21].[CH3:1][O:2][C:3]1[CH:4]=[C:5]2[C:10](=[CH:11][C:12]=1[O:13][CH3:14])[C:9]([CH2:15][CH2:16][CH3:17])=[N:8][C:7]([OH:18])=[C:6]2[CH2:23][C:24]1[C:25]([NH:35][CH3:36])=[N:26][C:27]2[C:32]([CH:33]=1)=[CH:31][C:30]([CH3:34])=[CH:29][CH:28]=2. Given the reactants [CH3:1][O:2][C:3]1[CH:4]=[C:5]2[C:10](=[CH:11][C:12]=1[O:13][CH3:14])[C:9]([CH2:15][CH2:16][CH3:17])=[N:8][C:7]([OH:18])=[CH:6]2.[OH-].[K+].[ClH:21].[Cl:22][CH2:23][C:24]1[C:25]([NH:35][CH3:36])=[N:26][C:27]2[C:32]([CH:33]=1)=[CH:31][C:30]([CH3:34])=[CH:29][CH:28]=2.Cl.CO, predict the reaction product.